Regression. Given two drug SMILES strings and cell line genomic features, predict the synergy score measuring deviation from expected non-interaction effect. From a dataset of NCI-60 drug combinations with 297,098 pairs across 59 cell lines. (1) Drug 1: C1CCN(CC1)CCOC2=CC=C(C=C2)C(=O)C3=C(SC4=C3C=CC(=C4)O)C5=CC=C(C=C5)O. Drug 2: C1CNP(=O)(OC1)N(CCCl)CCCl. Cell line: A549. Synergy scores: CSS=-5.33, Synergy_ZIP=1.45, Synergy_Bliss=-3.81, Synergy_Loewe=-7.29, Synergy_HSA=-7.05. (2) Drug 1: CC1=C(C=C(C=C1)NC2=NC=CC(=N2)N(C)C3=CC4=NN(C(=C4C=C3)C)C)S(=O)(=O)N.Cl. Cell line: HS 578T. Synergy scores: CSS=15.7, Synergy_ZIP=14.1, Synergy_Bliss=19.3, Synergy_Loewe=13.6, Synergy_HSA=14.3. Drug 2: C1CCN(CC1)CCOC2=CC=C(C=C2)C(=O)C3=C(SC4=C3C=CC(=C4)O)C5=CC=C(C=C5)O.